From a dataset of Peptide-MHC class II binding affinity with 134,281 pairs from IEDB. Regression. Given a peptide amino acid sequence and an MHC pseudo amino acid sequence, predict their binding affinity value. This is MHC class II binding data. (1) The peptide sequence is CPLDHVNTLHFLTRG. The binding affinity (normalized) is 0.404. The MHC is DRB1_0301 with pseudo-sequence DRB1_0301. (2) The peptide sequence is DVYFPGGGQIVGGVY. The MHC is HLA-DQA10501-DQB10301 with pseudo-sequence HLA-DQA10501-DQB10301. The binding affinity (normalized) is 0.763. (3) The peptide sequence is FKVAATAAATAPADD. The MHC is HLA-DPA10301-DPB10402 with pseudo-sequence HLA-DPA10301-DPB10402. The binding affinity (normalized) is 0.0349. (4) The peptide sequence is YDKFLYNVSTVLTGK. The MHC is DRB1_0701 with pseudo-sequence DRB1_0701. The binding affinity (normalized) is 0.786. (5) The peptide sequence is LLKEFTVSGNILTIRLTAA. The MHC is HLA-DQA10501-DQB10301 with pseudo-sequence HLA-DQA10501-DQB10301. The binding affinity (normalized) is 0.794. (6) The peptide sequence is EGGNIYTKKEAFNVE. The MHC is HLA-DPA10103-DPB10401 with pseudo-sequence HLA-DPA10103-DPB10401. The binding affinity (normalized) is 0.109.